From a dataset of Forward reaction prediction with 1.9M reactions from USPTO patents (1976-2016). Predict the product of the given reaction. Given the reactants [CH2:1]([O:8][C:9]([N:11]1[CH2:16][CH2:15][N:14]([C:17]([O:19][C:20]([CH3:23])([CH3:22])[CH3:21])=[O:18])[CH:13]([C:24]([OH:26])=[O:25])[CH2:12]1)=[O:10])[C:2]1[CH:7]=[CH:6][CH:5]=[CH:4][CH:3]=1.[CH:27]1(O)[CH2:31][CH2:30][CH2:29][CH2:28]1.C(Cl)CCl.O, predict the reaction product. The product is: [N:14]1([C:17]([O:19][C:20]([CH3:22])([CH3:23])[CH3:21])=[O:18])[CH2:15][CH2:16][N:11]([C:9]([O:8][CH2:1][C:2]2[CH:3]=[CH:4][CH:5]=[CH:6][CH:7]=2)=[O:10])[CH2:12][CH:13]1[C:24]([O:26][CH:27]1[CH2:31][CH2:30][CH2:29][CH2:28]1)=[O:25].